This data is from Forward reaction prediction with 1.9M reactions from USPTO patents (1976-2016). The task is: Predict the product of the given reaction. (1) Given the reactants [CH:1]([C:3]1[CH:11]=[C:10]2[C:6]([CH:7]=[N:8][NH:9]2)=[CH:5][CH:4]=1)=O.[C:12]([CH2:14][C:15]([NH2:17])=[O:16])#[N:13].N1CCCCC1, predict the reaction product. The product is: [C:12]([C:14](=[CH:1][C:3]1[CH:11]=[C:10]2[C:6]([CH:7]=[N:8][NH:9]2)=[CH:5][CH:4]=1)[C:15]([NH2:17])=[O:16])#[N:13]. (2) Given the reactants [CH:1]1([NH2:7])[CH2:6][CH2:5][CH2:4][CH2:3][CH2:2]1.C[Al](C)C.C([O:14][C:15]([C:17]1[C:18]([C:35]2[CH:40]=[C:39]([CH3:41])[C:38]([OH:42])=[C:37]([CH3:43])[CH:36]=2)=[C:19]([CH3:34])[N:20]2[CH2:29][CH2:28][C:27]3[C:22](=[CH:23][C:24]([O:32][CH3:33])=[C:25]([O:30][CH3:31])[CH:26]=3)[C:21]=12)=O)C.[OH-].[Na+], predict the reaction product. The product is: [CH:1]1([NH:7][C:15]([C:17]2[C:18]([C:35]3[CH:36]=[C:37]([CH3:43])[C:38]([OH:42])=[C:39]([CH3:41])[CH:40]=3)=[C:19]([CH3:34])[N:20]3[CH2:29][CH2:28][C:27]4[C:22](=[CH:23][C:24]([O:32][CH3:33])=[C:25]([O:30][CH3:31])[CH:26]=4)[C:21]=23)=[O:14])[CH2:6][CH2:5][CH2:4][CH2:3][CH2:2]1. (3) Given the reactants Cl[C:2]1[N:7]([CH3:8])[C:6](=[O:9])[CH:5]=[C:4]([C:10]2[CH:15]=[CH:14][N:13]=[CH:12][N:11]=2)[N:3]=1.C([N:18]([CH2:21][CH3:22])[CH2:19][CH3:20])C, predict the reaction product. The product is: [CH3:8][N:7]1[C:6](=[O:9])[CH:5]=[C:4]([C:10]2[CH:15]=[CH:14][N:13]=[CH:12][N:11]=2)[N:3]=[C:2]1[N:18]1[C@@H:19]2[CH2:20][CH2:10][CH2:4][CH2:5][C@H:6]2[O:9][CH2:22][CH2:21]1. (4) Given the reactants [NH2:1][C:2]1[CH:20]=[CH:19][C:5]([O:6][CH2:7][CH2:8][N:9]2[CH2:18][CH2:17][C:16]3[C:11](=[CH:12][CH:13]=[CH:14][CH:15]=3)[CH2:10]2)=[CH:4][C:3]=1[N+:21]([O-])=O, predict the reaction product. The product is: [NH2:21][C:3]1[CH:4]=[C:5]([CH:19]=[CH:20][C:2]=1[NH2:1])[O:6][CH2:7][CH2:8][N:9]1[CH2:18][CH2:17][C:16]2[C:11](=[CH:12][CH:13]=[CH:14][CH:15]=2)[CH2:10]1. (5) Given the reactants [CH:1]1[C:10]2[C:5](=[CH:6][CH:7]=[CH:8][CH:9]=2)[CH:4]=[CH:3][C:2]=1[C:11]([NH:13][CH2:14][CH2:15][NH:16][C:17]([C:19]1[CH:36]=[CH:35][C:22]([O:23][C@@H:24]2[CH2:29][CH2:28][C@H:27]([C:30](OCC)=[O:31])[CH2:26][CH2:25]2)=[CH:21][CH:20]=1)=[O:18])=[O:12].[H-].C([Al+]CC(C)C)C(C)C.Cl.C(C(C(C([O-])=O)O)O)([O-])=O.[Na+].[K+], predict the reaction product. The product is: [OH:31][CH2:30][C@@H:27]1[CH2:26][CH2:25][C@H:24]([O:23][C:22]2[CH:21]=[CH:20][C:19]([C:17]([NH:16][CH2:15][CH2:14][NH:13][C:11]([C:2]3[CH:3]=[CH:4][C:5]4[C:10](=[CH:9][CH:8]=[CH:7][CH:6]=4)[CH:1]=3)=[O:12])=[O:18])=[CH:36][CH:35]=2)[CH2:29][CH2:28]1. (6) The product is: [F:11][C:5]1[CH:6]=[C:7]([O:10][CH2:15][C:16]2[N:17]=[C:18]([CH3:21])[S:19][CH:20]=2)[CH:8]=[CH:9][C:4]=1[C:3]([N:22]1[CH2:26][CH2:25][CH2:24][C@H:23]1[CH2:27][N:28]1[CH2:32][CH2:31][CH2:30][CH2:29]1)=[O:12]. Given the reactants CO[C:3](=[O:12])[C:4]1[CH:9]=[CH:8][C:7]([OH:10])=[CH:6][C:5]=1[F:11].Cl.Cl[CH2:15][C:16]1[N:17]=[C:18]([CH3:21])[S:19][CH:20]=1.[NH:22]1[CH2:26][CH2:25][CH2:24][C@H:23]1[CH2:27][N:28]1[CH2:32][CH2:31][CH2:30][CH2:29]1, predict the reaction product. (7) Given the reactants [C:1]([O:5][C:6]([N:8]1[C@@H:12]([C:13]([CH3:31])(OC(OC2C=CC=CC=2)=S)[CH2:14][C:15]2[CH:20]=[CH:19][CH:18]=[CH:17][CH:16]=2)[CH2:11][O:10][C:9]1([CH3:33])[CH3:32])=[O:7])([CH3:4])([CH3:3])[CH3:2].N(C(C)(C)C#N)=NC(C)(C)C#N, predict the reaction product. The product is: [C:1]([O:5][C:6]([N:8]1[C@@H:12]([C:13]([CH3:31])=[CH:14][C:15]2[CH:16]=[CH:17][CH:18]=[CH:19][CH:20]=2)[CH2:11][O:10][C:9]1([CH3:33])[CH3:32])=[O:7])([CH3:4])([CH3:2])[CH3:3]. (8) Given the reactants [OH:1][C:2]1[CH:9]=[C:8]([C:10]2[S:14][CH:13]=[N:12][C:11]=2[CH3:15])[CH:7]=[CH:6][C:3]=1[C:4]#[N:5].[H-].[Al+3].[Li+].[H-].[H-].[H-].O.[OH-].[Na+], predict the reaction product. The product is: [NH2:5][CH2:4][C:3]1[CH:6]=[CH:7][C:8]([C:10]2[S:14][CH:13]=[N:12][C:11]=2[CH3:15])=[CH:9][C:2]=1[OH:1]. (9) The product is: [O:18]1[CH2:19][CH2:20][N:15]([C:12]2[CH:11]=[CH:10][C:9]([C:7]3[S:8][C:4]([NH2:1])=[CH:5][N:6]=3)=[CH:14][CH:13]=2)[CH2:16][CH2:17]1. Given the reactants [N+:1]([C:4]1[S:8][C:7]([C:9]2[CH:14]=[CH:13][C:12]([N:15]3[CH2:20][CH2:19][O:18][CH2:17][CH2:16]3)=[CH:11][CH:10]=2)=[N:6][CH:5]=1)([O-])=O, predict the reaction product.